From a dataset of Forward reaction prediction with 1.9M reactions from USPTO patents (1976-2016). Predict the product of the given reaction. (1) Given the reactants [C:1]([C:3]1[CH:4]=[C:5]([NH:10][C:11](=[O:14])[CH2:12][CH3:13])[CH:6]=[C:7]([F:9])[CH:8]=1)#[N:2].O1C2C=CC(CNC3C=C(C=CC=3F)C#N)=CC=2OCC1.Br[CH2:37][C:38]1[CH:43]=[CH:42][C:41]([C:44]2[CH:49]=[CH:48][CH:47]=[CH:46][CH:45]=2)=[CH:40][CH:39]=1, predict the reaction product. The product is: [C:41]1([C:44]2[CH:45]=[CH:46][CH:47]=[CH:48][CH:49]=2)[CH:40]=[CH:39][C:38]([CH2:37][N:10]([C:5]2[CH:6]=[C:7]([F:9])[CH:8]=[C:3]([C:1]#[N:2])[CH:4]=2)[C:11](=[O:14])[CH2:12][CH3:13])=[CH:43][CH:42]=1. (2) Given the reactants [NH2:1][C:2]1[C:3]([C:9]([O:11]C)=[O:10])=[N:4][C:5]([Br:8])=[CH:6][CH:7]=1.C1COCC1.[OH-].[Li+].Cl, predict the reaction product. The product is: [NH2:1][C:2]1[C:3]([C:9]([OH:11])=[O:10])=[N:4][C:5]([Br:8])=[CH:6][CH:7]=1. (3) Given the reactants [CH3:1][O:2][C:3](=[O:28])[C:4]([CH3:27])([CH3:26])/[CH:5]=[CH:6]/[C:7]1[CH:16]=[C:15]2[C:10]([CH:11]=[CH:12][C:13]([C@H:17]([NH:19][S@@](C(C)(C)C)=O)[CH3:18])=[N:14]2)=[CH:9][CH:8]=1.[ClH:29], predict the reaction product. The product is: [ClH:29].[CH3:1][O:2][C:3](=[O:28])[C:4]([CH3:27])([CH3:26])/[CH:5]=[CH:6]/[C:7]1[CH:16]=[C:15]2[C:10]([CH:11]=[CH:12][C:13]([C@H:17]([NH2:19])[CH3:18])=[N:14]2)=[CH:9][CH:8]=1. (4) Given the reactants [CH3:1][O:2][C:3]1[CH:8]=[C:7]([N:9]2[CH2:14][CH2:13][N:12]([CH3:15])[CH2:11][CH2:10]2)[CH:6]=[CH:5][C:4]=1[NH2:16].[CH2:17]([O:19][C:20]([C:22]1[CH:26]=[C:25]([C:27]2[CH:32]=[CH:31][N:30]=[C:29](I)[N:28]=2)[N:24]([CH3:34])[CH:23]=1)=[O:21])[CH3:18].C(=O)([O-])[O-].[K+].[K+], predict the reaction product. The product is: [CH2:17]([O:19][C:20]([C:22]1[CH:26]=[C:25]([C:27]2[CH:32]=[CH:31][N:30]=[C:29]([NH:16][C:4]3[CH:5]=[CH:6][C:7]([N:9]4[CH2:10][CH2:11][N:12]([CH3:15])[CH2:13][CH2:14]4)=[CH:8][C:3]=3[O:2][CH3:1])[N:28]=2)[N:24]([CH3:34])[CH:23]=1)=[O:21])[CH3:18]. (5) Given the reactants [OH:1][C:2]1[CH:7]=[CH:6][C:5]([C:8](=[S:10])[NH2:9])=[CH:4][CH:3]=1.[OH-].[K+].Br[CH2:14][C:15](=O)[C:16]([OH:18])=[O:17].Cl, predict the reaction product. The product is: [OH:1][C:2]1[CH:7]=[CH:6][C:5]([C:8]2[S:10][CH:14]=[C:15]([C:16]([OH:18])=[O:17])[N:9]=2)=[CH:4][CH:3]=1. (6) Given the reactants C(N(C(C)C)CC)(C)C.[C:10]([C:14]1[CH:15]=[C:16]([C:29](=[O:31])[CH3:30])[CH:17]=[C:18]([N:22]2[CH2:26][C@@H:25]([OH:27])[C@H:24]([OH:28])[CH2:23]2)[C:19]=1[O:20][CH3:21])([CH3:13])([CH3:12])[CH3:11].[CH2:32](Cl)[O:33][CH3:34].C(OCC)(=O)C, predict the reaction product. The product is: [C:10]([C:14]1[CH:15]=[C:16]([C:29](=[O:31])[CH3:30])[CH:17]=[C:18]([N:22]2[CH2:26][C@@H:25]([O:27][CH2:32][O:33][CH3:34])[C@H:24]([OH:28])[CH2:23]2)[C:19]=1[O:20][CH3:21])([CH3:13])([CH3:11])[CH3:12]. (7) Given the reactants [F:1][C:2]1[C:7]([F:8])=[CH:6][CH:5]=[CH:4][C:3]=1[C:9]1[NH:13][N:12]=[N:11][N:10]=1.[CH2:14](Br)[C:15]1[CH:20]=[CH:19][CH:18]=[CH:17][CH:16]=1.BrCC1C=CC=CC=1C, predict the reaction product. The product is: [CH2:14]([N:10]1[C:9]([C:3]2[CH:4]=[CH:5][CH:6]=[C:7]([F:8])[C:2]=2[F:1])=[N:13][N:12]=[N:11]1)[C:15]1[CH:20]=[CH:19][CH:18]=[CH:17][CH:16]=1. (8) Given the reactants [F:1][C:2]([F:32])([F:31])[C:3]1[CH:8]=[CH:7][C:6]([NH:9][C:10]([N:12]2[CH2:17][CH2:16][N:15]([CH2:18][C@:19]3([CH3:30])[O:23][C:22]4=[N:24][C:25]([N+:27]([O-:29])=[O:28])=[CH:26][N:21]4[CH2:20]3)[CH2:14][CH2:13]2)=[O:11])=[CH:5][CH:4]=1.[CH3:33]N(C=O)C.[H-].[Na+].CI, predict the reaction product. The product is: [CH3:33][N:9]([C:6]1[CH:5]=[CH:4][C:3]([C:2]([F:1])([F:31])[F:32])=[CH:8][CH:7]=1)[C:10]([N:12]1[CH2:13][CH2:14][N:15]([CH2:18][C@:19]2([CH3:30])[O:23][C:22]3=[N:24][C:25]([N+:27]([O-:29])=[O:28])=[CH:26][N:21]3[CH2:20]2)[CH2:16][CH2:17]1)=[O:11]. (9) Given the reactants [F:1][C:2]1[CH:32]=[CH:31][C:5]([CH2:6][NH:7][C:8]([C:10]2[N:11]=[C:12]3[N:17]([C:18](=[O:28])[C:19]=2[O:20][CH2:21][C:22]2[CH:27]=[CH:26][CH:25]=[CH:24][CH:23]=2)[CH2:16][CH2:15][O:14][C:13]3([CH3:30])[CH3:29])=[O:9])=[C:4](I)[CH:3]=1.[NH:34]1[C:38](B(O)O)=[CH:37][CH:36]=[N:35]1.C(=O)([O-])[O-].[Na+].[Na+], predict the reaction product. The product is: [F:1][C:2]1[CH:32]=[CH:31][C:5]([CH2:6][NH:7][C:8]([C:10]2[N:11]=[C:12]3[N:17]([C:18](=[O:28])[C:19]=2[O:20][CH2:21][C:22]2[CH:27]=[CH:26][CH:25]=[CH:24][CH:23]=2)[CH2:16][CH2:15][O:14][C:13]3([CH3:30])[CH3:29])=[O:9])=[C:4]([C:36]2[NH:35][N:34]=[CH:38][CH:37]=2)[CH:3]=1.